This data is from Full USPTO retrosynthesis dataset with 1.9M reactions from patents (1976-2016). The task is: Predict the reactants needed to synthesize the given product. (1) Given the product [CH2:1]([C:8]1[S:12][C:11]([NH:13][C:14]([C:16]2[CH:17]=[CH:18][C:19]([NH:22][C@H:23]3[CH2:28][CH2:27][C@H:26]([C:29]([OH:31])=[O:30])[CH2:25][CH2:24]3)=[CH:20][CH:21]=2)=[O:15])=[N:10][N:9]=1)[C:2]1[CH:7]=[CH:6][CH:5]=[CH:4][CH:3]=1, predict the reactants needed to synthesize it. The reactants are: [CH2:1]([C:8]1[S:12][C:11]([NH:13][C:14]([C:16]2[CH:21]=[CH:20][C:19]([NH:22][C@H:23]3[CH2:28][CH2:27][C@H:26]([C:29]([O:31]CC)=[O:30])[CH2:25][CH2:24]3)=[CH:18][CH:17]=2)=[O:15])=[N:10][N:9]=1)[C:2]1[CH:7]=[CH:6][CH:5]=[CH:4][CH:3]=1.O.[OH-].[Li+]. (2) Given the product [CH2:1]([O:8][C:9](=[O:22])[C@@H:10]([N:12]([CH2:13][CH2:14][C:15]([O:17][C:18]([CH3:21])([CH3:20])[CH3:19])=[O:16])[CH2:23][CH3:24])[CH3:11])[C:2]1[CH:3]=[CH:4][CH:5]=[CH:6][CH:7]=1, predict the reactants needed to synthesize it. The reactants are: [CH2:1]([O:8][C:9](=[O:22])[C@@H:10]([NH:12][CH2:13][CH2:14][C:15]([O:17][C:18]([CH3:21])([CH3:20])[CH3:19])=[O:16])[CH3:11])[C:2]1[CH:7]=[CH:6][CH:5]=[CH:4][CH:3]=1.[CH:23](=O)[CH3:24].C(=O)([O-])O.[Na+].C(Cl)Cl. (3) Given the product [C:1]1([C:7]2[O:8][C:9]([C:27]([F:28])([F:29])[F:30])=[C:10]([C:12]([NH:14][C:15]3[CH:20]=[CH:19][C:18]([N:21]4[CH2:26][CH2:25][N:24]([C:32]([O:34][CH2:35][C:36]#[C:37][CH3:38])=[O:33])[CH2:23][CH2:22]4)=[N:17][CH:16]=3)=[O:13])[N:11]=2)[CH:2]=[CH:3][CH:4]=[CH:5][CH:6]=1, predict the reactants needed to synthesize it. The reactants are: [C:1]1([C:7]2[O:8][C:9]([C:27]([F:30])([F:29])[F:28])=[C:10]([C:12]([NH:14][C:15]3[CH:16]=[N:17][C:18]([N:21]4[CH2:26][CH2:25][NH:24][CH2:23][CH2:22]4)=[CH:19][CH:20]=3)=[O:13])[N:11]=2)[CH:6]=[CH:5][CH:4]=[CH:3][CH:2]=1.Cl[C:32]([O:34][CH2:35][C:36]#[C:37][CH3:38])=[O:33]. (4) Given the product [CH:1]1([C:4]2[NH:8][N:7]=[C:6]([NH:9][C:10]3[N:11]=[C:12]([NH:19][C@H:20]([C:22]4[CH:27]=[CH:26][C:25]([F:28])=[CH:24][CH:23]=4)[CH3:21])[C:13]([CH2:14][OH:15])=[CH:16][C:17]=3[F:18])[CH:5]=2)[CH2:3][CH2:2]1, predict the reactants needed to synthesize it. The reactants are: [CH:1]1([C:4]2[NH:8][N:7]=[C:6]([NH:9][C:10]3[C:17]([F:18])=[CH:16][C:13]([CH:14]=[O:15])=[C:12]([NH:19][C@H:20]([C:22]4[CH:27]=[CH:26][C:25]([F:28])=[CH:24][CH:23]=4)[CH3:21])[N:11]=3)[CH:5]=2)[CH2:3][CH2:2]1.[BH4-].[Na+]. (5) Given the product [F:18][C:19]1[CH:24]=[C:23]([CH:22]=[CH:21][C:20]=1[C:27]1[S:28][C:29]2[C:34]([N:35]=1)=[CH:33][CH:32]=[C:31]([C:36]1([C:39]3[CH:40]=[CH:41][CH:42]=[CH:43][CH:44]=3)[CH2:38][CH2:37]1)[N:30]=2)[CH2:25][CH2:26][CH:8]([C:9]([O:11][CH2:12][CH3:13])=[O:10])[C:7]([O:15][CH2:16][CH3:17])=[O:14], predict the reactants needed to synthesize it. The reactants are: C(=O)([O-])[O-].[Cs+].[Cs+].[C:7]([O:15][CH2:16][CH3:17])(=[O:14])[CH2:8][C:9]([O:11][CH2:12][CH3:13])=[O:10].[F:18][C:19]1[CH:24]=[C:23]([CH:25]=[CH2:26])[CH:22]=[CH:21][C:20]=1[C:27]1[S:28][C:29]2[C:34]([N:35]=1)=[CH:33][CH:32]=[C:31]([C:36]1([C:39]3[CH:44]=[CH:43][CH:42]=[CH:41][CH:40]=3)[CH2:38][CH2:37]1)[N:30]=2.Cl. (6) Given the product [Cl:1][C:2]1[CH:7]=[C:6]2[NH:8][C:9](=[O:40])[C:10]3([CH:15]([C:16]4[CH:21]=[C:20]([Cl:22])[CH:19]=[CH:18][C:17]=4[O:23][CH2:24][C:25]([C:28](=[O:29])[N:42]([CH3:43])[CH3:41])([CH3:26])[CH3:27])[CH2:14][C:13](=[O:31])[NH:12][CH:11]3[C:32]3[CH:37]=[C:36]([F:38])[CH:35]=[CH:34][C:33]=3[CH3:39])[C:5]2=[CH:4][CH:3]=1, predict the reactants needed to synthesize it. The reactants are: [Cl:1][C:2]1[CH:7]=[C:6]2[NH:8][C:9](=[O:40])[C:10]3([CH:15]([C:16]4[CH:21]=[C:20]([Cl:22])[CH:19]=[CH:18][C:17]=4[O:23][CH2:24][C:25]([C:28](O)=[O:29])([CH3:27])[CH3:26])[CH2:14][C:13](=[O:31])[NH:12][CH:11]3[C:32]3[CH:37]=[C:36]([F:38])[CH:35]=[CH:34][C:33]=3[CH3:39])[C:5]2=[CH:4][CH:3]=1.[CH3:41][NH:42][CH3:43].CCN=C=NCCCN(C)C.Cl.C1C=CC2N(O)N=NC=2C=1.CCN(C(C)C)C(C)C. (7) Given the product [CH:1]1[C:10]2[C@H:11]3[CH2:16][N:15]([CH2:18][CH2:19][CH2:20][C:21]([C:23]4[CH:28]=[CH:27][CH:26]=[CH:25][C:24]=4[NH2:29])=[O:22])[CH2:14][CH2:13][C@H:12]3[N:8]3[C:9]=2[C:4]([CH2:5][CH2:6][CH2:7]3)=[CH:3][CH:2]=1, predict the reactants needed to synthesize it. The reactants are: [CH:1]1[C:10]2[C@H:11]3[CH2:16][NH:15][CH2:14][CH2:13][C@H:12]3[N:8]3[C:9]=2[C:4]([CH2:5][CH2:6][CH2:7]3)=[CH:3][CH:2]=1.Cl[CH2:18][CH2:19][CH2:20][C:21]([C:23]1[CH:28]=[CH:27][CH:26]=[CH:25][C:24]=1[NH2:29])=[O:22].C([O-])([O-])=O.[K+].[K+]. (8) Given the product [OH:35][CH2:34][CH2:36][NH:37][C:30](=[O:31])[CH2:29][O:28][C:26]1[CH:25]=[CH:24][CH:23]=[C:22]2[C:27]=1[C:18]([NH:17][C:13]1[CH:12]=[C:11]3[C:16](=[CH:15][CH:14]=1)[N:8]([CH2:7][C:2]1[CH:3]=[CH:4][CH:5]=[CH:6][N:1]=1)[N:9]=[CH:10]3)=[N:19][CH:20]=[N:21]2, predict the reactants needed to synthesize it. The reactants are: [N:1]1[CH:6]=[CH:5][CH:4]=[CH:3][C:2]=1[CH2:7][N:8]1[C:16]2[C:11](=[CH:12][C:13]([NH:17][C:18]3[C:27]4[C:22](=[CH:23][CH:24]=[CH:25][C:26]=4[O:28][CH2:29][C:30](OC)=[O:31])[N:21]=[CH:20][N:19]=3)=[CH:14][CH:15]=2)[CH:10]=[N:9]1.[CH2:34]([CH2:36][NH2:37])[OH:35]. (9) Given the product [NH2:36][C:18]1[CH:19]=[C:14]([C:10]2[CH:9]=[C:8]([CH:13]=[CH:12][CH:11]=2)[C:6]([O:5][C:1]([CH3:4])([CH3:3])[CH3:2])=[O:7])[C:15]([CH3:21])=[CH:16][N:17]=1, predict the reactants needed to synthesize it. The reactants are: [C:1]([O:5][C:6]([C:8]1[CH:9]=[C:10]([C:14]2[CH:19]=[CH:18][N+:17]([O-])=[CH:16][C:15]=2[CH3:21])[CH:11]=[CH:12][CH:13]=1)=[O:7])([CH3:4])([CH3:3])[CH3:2].CC1C=CC(S(Cl)(=O)=O)=CC=1.C(C[NH2:36])O.